From a dataset of Full USPTO retrosynthesis dataset with 1.9M reactions from patents (1976-2016). Predict the reactants needed to synthesize the given product. Given the product [CH3:15][O:14][C:8]1[CH:7]=[CH:6][C:5]([CH:3]=[O:4])=[CH:13][C:22]=1[C:21]([O:24][CH3:25])=[O:23], predict the reactants needed to synthesize it. The reactants are: CI.[CH:3]([C:5]1[CH:13]=C(C(O)=O)[C:8]([OH:14])=[CH:7][CH:6]=1)=[O:4].[C:15](=O)([O-])[O-].[Cs+].[Cs+].[C:21]([O:24][CH2:25]C)(=[O:23])[CH3:22].